Task: Predict which catalyst facilitates the given reaction.. Dataset: Catalyst prediction with 721,799 reactions and 888 catalyst types from USPTO (1) Reactant: [NH:1]1[CH:5]=[N:4][CH:3]=[N:2]1.[H-].[Na+].Cl.Cl[CH2:10][C:11]1[CH:16]=[CH:15][N:14]2[CH:17]=[CH:18][N:19]=[C:13]2[N:12]=1.C(=O)([O-])[O-].[K+].[K+].[Na].N1C=CN=N1. Product: [N:1]1([CH2:10][C:11]2[CH:16]=[CH:15][N:14]3[CH:17]=[CH:18][N:19]=[C:13]3[N:12]=2)[CH:5]=[N:4][CH:3]=[N:2]1. The catalyst class is: 9. (2) Reactant: [CH2:1]([O:3][P:4](=[O:38])([O:35][CH2:36][CH3:37])[O:5][CH2:6][CH2:7][N:8]1[CH2:13][CH2:12][N:11]([C:14]2[N:15]([C:25]3[CH:30]=[CH:29][C:28]([C:31]([CH3:34])([CH3:33])[CH3:32])=[CH:27][CH:26]=3)[C:16]3[C:21]([C:22]=2[CH:23]=[O:24])=[CH:20][CH:19]=[CH:18][CH:17]=3)[CH2:10][CH2:9]1)[CH3:2].[ClH:39]. Product: [ClH:39].[CH2:1]([O:3][P:4](=[O:38])([O:35][CH2:36][CH3:37])[O:5][CH2:6][CH2:7][N:8]1[CH2:9][CH2:10][N:11]([C:14]2[N:15]([C:25]3[CH:26]=[CH:27][C:28]([C:31]([CH3:32])([CH3:33])[CH3:34])=[CH:29][CH:30]=3)[C:16]3[C:21]([C:22]=2[CH:23]=[O:24])=[CH:20][CH:19]=[CH:18][CH:17]=3)[CH2:12][CH2:13]1)[CH3:2]. The catalyst class is: 5. (3) Reactant: O1CCCCC1[N:7]1[C:15]2[C:10](=[CH:11][C:12]([C:16]3[N:20]=[CH:19][N:18](C(C4C=CC=CC=4)(C4C=CC=CC=4)C4C=CC=CC=4)[N:17]=3)=[CH:13][CH:14]=2)[C:9](/[CH:40]=[CH:41]/[C:42]2C=C[C:45](OC)=[CH:44][CH:43]=2)=[N:8]1.O1[CH2:55][CH2:54][O:53][CH2:52]C1. Product: [NH:18]1[CH:19]=[N:20][C:16]([C:12]2[CH:11]=[C:10]3[C:15](=[CH:14][CH:13]=2)[NH:7][N:8]=[C:9]3/[CH:40]=[CH:41]/[C:42]2[CH:55]=[C:54]([O:53][CH3:52])[CH:45]=[CH:44][CH:43]=2)=[N:17]1. The catalyst class is: 33. (4) Reactant: [F:1][C:2]1[CH:7]=[CH:6][C:5]([C:8]2[N:9]=[C:10]([C:13]3[C:14]([NH:25][C@@H:26]4[CH2:31][CH2:30][CH2:29][N:28]([C:32]([O:34][C:35]([CH3:38])([CH3:37])[CH3:36])=[O:33])[CH2:27]4)=[N:15][C:16](S(C)(=O)=O)=[N:17][C:18]=3[O:19][CH3:20])[S:11][CH:12]=2)=[CH:4][CH:3]=1.[N:39]1[CH:44]=[CH:43][CH:42]=[C:41]([N:45]2[CH2:50][CH2:49][NH:48][CH2:47][CH2:46]2)[CH:40]=1.C(N(C(C)C)C(C)C)C. Product: [F:1][C:2]1[CH:7]=[CH:6][C:5]([C:8]2[N:9]=[C:10]([C:13]3[C:14]([NH:25][C@@H:26]4[CH2:31][CH2:30][CH2:29][N:28]([C:32]([O:34][C:35]([CH3:37])([CH3:38])[CH3:36])=[O:33])[CH2:27]4)=[N:15][C:16]([N:48]4[CH2:49][CH2:50][N:45]([C:41]5[CH:40]=[N:39][CH:44]=[CH:43][CH:42]=5)[CH2:46][CH2:47]4)=[N:17][C:18]=3[O:19][CH3:20])[S:11][CH:12]=2)=[CH:4][CH:3]=1. The catalyst class is: 23.